Dataset: Reaction yield outcomes from USPTO patents with 853,638 reactions. Task: Predict the reaction yield, written as a fraction of the theoretical maximum amount of product (1.0 means a 100% yield; for example, 0.34 means a 34% yield). (1) The reactants are [H-].[Na+].[N:3]1[CH:8]=[CH:7][CH:6]=[CH:5][C:4]=1[NH:9][C:10]1[O:11][C:12]2[CH:18]=[CH:17][CH:16]=[CH:15][C:13]=2[N:14]=1.[CH2:19]([O:21][C:22](=[O:30])[CH2:23][CH2:24][CH2:25][CH2:26][CH2:27][CH2:28]I)[CH3:20].O. The catalyst is CN(C=O)C. The product is [O:11]1[C:12]2[CH:18]=[CH:17][CH:16]=[CH:15][C:13]=2[N:14]=[C:10]1[N:9]([C:4]1[CH:5]=[CH:6][CH:7]=[CH:8][N:3]=1)[CH2:28][CH2:27][CH2:26][CH2:25][CH2:24][CH2:23][C:22]([O:21][CH2:19][CH3:20])=[O:30]. The yield is 0.280. (2) The reactants are [CH3:1][O:2][C:3]1[CH:8]=[CH:7][C:6]([C:9]2([C:12]([OH:14])=[O:13])[CH2:11][CH2:10]2)=[CH:5][CH:4]=1.O.[C:16]1(C)C=CC(S(O)(=O)=O)=CC=1. The catalyst is CO. The product is [CH3:16][O:13][C:12]([C:9]1([C:6]2[CH:5]=[CH:4][C:3]([O:2][CH3:1])=[CH:8][CH:7]=2)[CH2:10][CH2:11]1)=[O:14]. The yield is 0.990.